Dataset: Forward reaction prediction with 1.9M reactions from USPTO patents (1976-2016). Task: Predict the product of the given reaction. (1) Given the reactants [F:1][C:2]1[C:10]([CH3:11])=[CH:9][CH:8]=[C:7]([N:12]2[N:16]=[CH:15][CH:14]=[N:13]2)[C:3]=1[C:4]([OH:6])=O.[CH3:17][C@@H:18]1[CH2:23][CH2:22][CH2:21][NH:20][C@@H:19]1[CH2:24][N:25]1[C:33](=O)C2C(=CC=CC=2)C1=O.FC1[N:42]=[CH:41][C:40]([C:43]([F:46])([F:45])[F:44])=[CH:39][N:38]=1, predict the reaction product. The product is: [F:1][C:2]1[C:10]([CH3:11])=[CH:9][CH:8]=[C:7]([N:12]2[N:16]=[CH:15][CH:14]=[N:13]2)[C:3]=1[C:4]([N:20]1[CH2:21][CH2:22][CH2:23][C@@H:18]([CH3:17])[C@H:19]1[CH2:24][NH:25][C:33]1[N:42]=[CH:41][C:40]([C:43]([F:46])([F:45])[F:44])=[CH:39][N:38]=1)=[O:6]. (2) Given the reactants [C:1]([O:5][CH2:24][C:17](COC(=O)C=C)(COC[C:17]([CH2:30][O:31][C:32](=[O:35])[CH:33]=[CH2:34])([CH2:24]OC(=O)C=C)C[O:5][C:1](=[O:4])[CH:2]=[CH2:3])[CH2:30][O:31][C:32](=[O:35])[CH:33]=[CH2:34])(=[O:4])[CH:2]=[CH2:3].[CH2:42]1CCC(O)(C(C2C=CC=CC=2)=O)CC1, predict the reaction product. The product is: [C:32]([O:31][CH2:30][CH2:17][CH2:24][CH3:42])(=[O:35])[CH:33]=[CH2:34].[C:1]([OH:5])(=[O:4])[CH:2]=[CH2:3]. (3) Given the reactants [CH2:1]([CH:8]1[CH2:13][CH2:12][N:11]([CH2:14][C:15]([NH:17][C:18]2[CH:23]=[CH:22][C:21]([O:24]C)=[CH:20][CH:19]=2)=[O:16])[CH2:10][CH2:9]1)[C:2]1[CH:7]=[CH:6][CH:5]=[CH:4][CH:3]=1.B(Br)(Br)Br, predict the reaction product. The product is: [CH2:1]([CH:8]1[CH2:9][CH2:10][N:11]([CH2:14][C:15]([NH:17][C:18]2[CH:19]=[CH:20][C:21]([OH:24])=[CH:22][CH:23]=2)=[O:16])[CH2:12][CH2:13]1)[C:2]1[CH:3]=[CH:4][CH:5]=[CH:6][CH:7]=1. (4) Given the reactants [Li]CCCC.[Si:6]([O:13][CH2:14][CH2:15][O:16][C:17]1[S:18][CH:19]=[CH:20][N:21]=1)([C:9]([CH3:12])([CH3:11])[CH3:10])([CH3:8])[CH3:7].CN([CH:25]=[O:26])C.O, predict the reaction product. The product is: [C:9]([Si:6]([CH3:7])([CH3:8])[O:13][CH2:14][CH2:15][O:16][C:17]1[S:18][C:19]([CH:25]=[O:26])=[CH:20][N:21]=1)([CH3:12])([CH3:10])[CH3:11]. (5) Given the reactants [Cl:1][CH2:2][CH2:3][O:4][C:5]1[CH:10]=[CH:9][CH:8]=[C:7]([N+:11]([O-])=O)[C:6]=1[CH2:14][S:15]([C:18]1[C:27]2[C:22](=[CH:23][CH:24]=[CH:25][CH:26]=2)[CH:21]=[CH:20][CH:19]=1)(=[O:17])=[O:16].C(O)=O, predict the reaction product. The product is: [Cl:1][CH2:2][CH2:3][O:4][C:5]1[C:6]([CH2:14][S:15]([C:18]2[C:27]3[C:22](=[CH:23][CH:24]=[CH:25][CH:26]=3)[CH:21]=[CH:20][CH:19]=2)(=[O:17])=[O:16])=[C:7]([NH2:11])[CH:8]=[CH:9][CH:10]=1.